Dataset: NCI-60 drug combinations with 297,098 pairs across 59 cell lines. Task: Regression. Given two drug SMILES strings and cell line genomic features, predict the synergy score measuring deviation from expected non-interaction effect. Drug 1: C1=NC2=C(N=C(N=C2N1C3C(C(C(O3)CO)O)F)Cl)N. Drug 2: CC12CCC3C(C1CCC2O)C(CC4=C3C=CC(=C4)O)CCCCCCCCCS(=O)CCCC(C(F)(F)F)(F)F. Cell line: T-47D. Synergy scores: CSS=8.86, Synergy_ZIP=-2.00, Synergy_Bliss=2.18, Synergy_Loewe=-2.88, Synergy_HSA=-1.29.